From a dataset of Drug-target binding data from BindingDB using IC50 measurements. Regression. Given a target protein amino acid sequence and a drug SMILES string, predict the binding affinity score between them. We predict pIC50 (pIC50 = -log10(IC50 in M); higher means more potent). Dataset: bindingdb_ic50. (1) The compound is C=CCc1cccc(C=NNC(=O)CCCNc2ccc(C)cc2)c1O. The target protein (P17861) has sequence MVVVAAAPNPADGTPKVLLLSGQPASAAGAPAGQALPLMVPAQRGASPEAASGGLPQARKRQRLTHLSPEEKALRRKLKNRVAAQTARDRKKARMSELEQQVVDLEEENQKLLLENQLLREKTHGLVVENQELRQRLGMDALVAEEEAEAKGNEVRPVAGSAESAALRLRAPLQQVQAQLSPLQNISPWILAVLTLQIQSLISCWAFWTTWTQSCSSNALPQSLPAWRSSQRSTQKDPVPYQPPFLCQWGRHQPSWKPLMN. The pIC50 is 5.0. (2) The compound is N[C@@H](Cc1ccc(O)cc1)C(=O)NC(C(=O)O)[C@@H]1O[C@H](CO)[C@H](O)[C@H](O)[C@H]1O. The target protein (P54577) has sequence MGDAPSPEEKLHLITRNLQEVLGEEKLKEILKERELKIYWGTATTGKPHVAYFVPMSKIADFLKAGCEVTILFADLHAYLDNMKAPWELLELRVSYYENVIKAMLESIGVPLEKLKFIKGTDYQLSKEYTLDVYRLSSVVTQHDSKKAGAEVVKQVEHPLLSGLLYPGLQALDEEYLKVDAQFGGIDQRKIFTFAEKYLPALGYSKRVHLMNPMVPGLTGSKMSSSEEESKIDLLDRKEDVKKKLKKAFCEPGNVENNGVLSFIKHVLFPLKSEFVILRDEKWGGNKTYTAYVDLEKDFAAEVVHPGDLKNSVEVALNKLLDPIREKFNTPALKKLASAAYPDPSKQKPMAKGPAKNSEPEEVIPSRLDIRVGKIITVEKHPDADSLYVEKIDVGEAEPRTVVSGLVQFVPKEELQDRLVVVLCNLKPQKMRGVESQGMLLCASIEGINRQVEPLDPPAGSAPGEHVFVKGYEKGQPDEELKPKKKVFEKLQADFKISEE.... The pIC50 is 6.7.